From a dataset of Full USPTO retrosynthesis dataset with 1.9M reactions from patents (1976-2016). Predict the reactants needed to synthesize the given product. (1) The reactants are: [OH-].[K+].[Br:3][C:4]1[C:13]2[CH2:12][C@@H:11]([N:14]([CH3:16])[CH3:15])[CH2:10][CH2:9][C:8]=2[C:7]([N:17](S(C2C=CC=CC=2)(=O)=O)[S:18]([C:21]2[CH:26]=[CH:25][CH:24]=[CH:23][CH:22]=2)(=[O:20])=[O:19])=[CH:6][CH:5]=1.Cl.C([O-])(O)=O.[Na+]. Given the product [Br:3][C:4]1[C:13]2[CH2:12][C@@H:11]([N:14]([CH3:16])[CH3:15])[CH2:10][CH2:9][C:8]=2[C:7]([NH:17][S:18]([C:21]2[CH:22]=[CH:23][CH:24]=[CH:25][CH:26]=2)(=[O:20])=[O:19])=[CH:6][CH:5]=1, predict the reactants needed to synthesize it. (2) Given the product [NH2:16][C:10]1[O:11][CH2:12][C:13]([F:14])([F:15])[C@:8]([C:6]2[CH:7]=[C:2]([NH:1][C:29]([C:26]3[CH:25]=[CH:24][C:23]([O:22][CH2:21][CH:20]([F:32])[F:19])=[CH:28][N:27]=3)=[O:30])[CH:3]=[CH:4][C:5]=2[F:18])([CH3:17])[N:9]=1, predict the reactants needed to synthesize it. The reactants are: [NH2:1][C:2]1[CH:3]=[CH:4][C:5]([F:18])=[C:6]([C@:8]2([CH3:17])[C:13]([F:15])([F:14])[CH2:12][O:11][C:10]([NH2:16])=[N:9]2)[CH:7]=1.[F:19][CH:20]([F:32])[CH2:21][O:22][C:23]1[CH:24]=[CH:25][C:26]([C:29](O)=[O:30])=[N:27][CH:28]=1. (3) Given the product [CH3:31][N:32]([C:33]1[CH:38]=[CH:37][CH:36]=[CH:35][CH:34]=1)[C:25](=[O:27])[C:24]1[CH:28]=[CH:29][CH:30]=[C:22]([CH2:21][CH:18]2[CH2:17][CH2:16][N:15]([CH2:14][CH2:13][O:12][C:8]3[CH:7]=[CH:6][CH:5]=[C:4]4[C:9]=3[CH:10]=[CH:11][C:2]([CH3:1])=[N:3]4)[CH2:20][CH2:19]2)[CH:23]=1, predict the reactants needed to synthesize it. The reactants are: [CH3:1][C:2]1[CH:11]=[CH:10][C:9]2[C:4](=[CH:5][CH:6]=[CH:7][C:8]=2[O:12][CH2:13][CH2:14][N:15]2[CH2:20][CH2:19][CH:18]([CH2:21][C:22]3[CH:23]=[C:24]([CH:28]=[CH:29][CH:30]=3)[C:25]([OH:27])=O)[CH2:17][CH2:16]2)[N:3]=1.[CH3:31][NH:32][C:33]1[CH:38]=[CH:37][CH:36]=[CH:35][CH:34]=1. (4) Given the product [CH3:35][C:33]1[CH:32]=[N:31][C:25]2[NH:26][C:27]3[C:23]([C:24]=2[CH:34]=1)=[CH:22][C:21](/[CH:38]=[CH:37]/[C:36]([O:40][CH2:41][CH3:42])=[O:39])=[CH:29][C:28]=3[CH3:30], predict the reactants needed to synthesize it. The reactants are: C1(P(C2C=CC=CC=2)C2C=CC=CC=2)C=CC=CC=1.Br[C:21]1[CH:22]=[C:23]2[C:27](=[C:28]([CH3:30])[CH:29]=1)[NH:26][C:25]1[N:31]=[CH:32][C:33]([CH3:35])=[CH:34][C:24]2=1.[C:36]([O:40][CH2:41][CH3:42])(=[O:39])[CH:37]=[CH2:38].C([O-])(=O)C.[K+]. (5) Given the product [S:14]1[C:18]2[CH:19]=[CH:20][CH:21]=[C:22]([NH:23][S:10]([C:5]3[CH:6]=[CH:7][CH:8]=[CH:9][C:4]=3[N+:1]([O-:3])=[O:2])(=[O:12])=[O:11])[C:17]=2[N:16]=[CH:15]1, predict the reactants needed to synthesize it. The reactants are: [N+:1]([C:4]1[CH:9]=[CH:8][CH:7]=[CH:6][C:5]=1[S:10](Cl)(=[O:12])=[O:11])([O-:3])=[O:2].[S:14]1[C:18]2[CH:19]=[CH:20][CH:21]=[C:22]([NH2:23])[C:17]=2[N:16]=[CH:15]1.[N+](C1C2N=CSC=2C=CC=1)([O-])=O.N1C=CC=CC=1. (6) Given the product [Cl:15][C:3]1[CH:4]=[C:5]([C:11]([F:12])([F:13])[F:14])[CH:6]=[C:7]([N+:8]([O-:10])=[O:9])[CH:2]=1, predict the reactants needed to synthesize it. The reactants are: N[C:2]1[C:7]([N+:8]([O-:10])=[O:9])=[CH:6][C:5]([C:11]([F:14])([F:13])[F:12])=[CH:4][C:3]=1[Cl:15].N([O-])=O.[Na+].CCCCCC.